This data is from Blood-brain barrier permeability classification from the B3DB database. The task is: Regression/Classification. Given a drug SMILES string, predict its absorption, distribution, metabolism, or excretion properties. Task type varies by dataset: regression for continuous measurements (e.g., permeability, clearance, half-life) or binary classification for categorical outcomes (e.g., BBB penetration, CYP inhibition). Dataset: b3db_classification. (1) The result is 1 (penetrates BBB). The compound is C=CCC1(CC(=C)Br)C(=O)NC(=O)NC1=O. (2) The compound is COC(OC)C(=O)[C@@]12OC(C)(C)O[C@@H]1CC1C3C[C@H](F)C4=CC(=O)C=C[C@]4(C)[C@@]3(F)[C@@H](O)C[C@@]12C. The result is 1 (penetrates BBB). (3) The molecule is C=CCN1C(=O)C(CC(C)C)NC1=S. The result is 1 (penetrates BBB). (4) The compound is CCC[C@@](C)(O)[C@H]1C[C@]23C=C[C@@]1(OC)[C@H]1Oc4c(OC(C)=O)ccc5c4[C@@]12CCN(C)[C@@H]3C5. The result is 1 (penetrates BBB). (5) The compound is FC(F)(F)CC(Cl)Br. The result is 1 (penetrates BBB). (6) The molecule is Clc1ccc(CCC(Cn2ccnc2)Sc2c(Cl)cccc2Cl)cc1. The result is 0 (does not penetrate BBB).